Dataset: Full USPTO retrosynthesis dataset with 1.9M reactions from patents (1976-2016). Task: Predict the reactants needed to synthesize the given product. (1) Given the product [F:12][C:13]1[CH:18]=[CH:17][C:16]2[NH:19][C:1]([C:3]3[CH:4]=[C:5]([CH:9]=[CH:10][CH:11]=3)[C:6]([OH:8])=[O:7])=[N:20][C:15]=2[CH:14]=1, predict the reactants needed to synthesize it. The reactants are: [CH:1]([C:3]1[CH:4]=[C:5]([CH:9]=[CH:10][CH:11]=1)[C:6]([OH:8])=[O:7])=O.[F:12][C:13]1[CH:14]=[C:15]([NH2:20])[C:16]([NH2:19])=[CH:17][CH:18]=1. (2) Given the product [P:35]([OH:39])([OH:38])([OH:37])=[O:36].[CH3:1][O:2][C:3]1[C:8]([CH3:9])=[C:7]([C:10]2[CH:11]=[CH:12][C:13]3[C:14]4[N:23]([C@H:24]5[CH2:28][CH2:27][O:26][CH2:25]5)[N:22]=[CH:21][C:15]=4[C:16](=[O:20])[NH:17][C:18]=3[CH:19]=2)[C:6]([CH3:29])=[CH:5][N:4]=1, predict the reactants needed to synthesize it. The reactants are: [CH3:1][O:2][C:3]1[C:8]([CH3:9])=[C:7]([C:10]2[CH:11]=[CH:12][C:13]3[C:14]4[N:23]([C@H:24]5[CH2:28][CH2:27][O:26][CH2:25]5)[N:22]=[CH:21][C:15]=4[C:16](=[O:20])[NH:17][C:18]=3[CH:19]=2)[C:6]([CH3:29])=[CH:5][N:4]=1.CC(=O)CC.[P:35](=[O:39])([OH:38])([OH:37])[OH:36]. (3) Given the product [NH2:15][C:10]1[O:11][CH2:12][C@@H:13]([F:14])[C@:8]([C:6]2[CH:7]=[C:2]([NH:1][C:29]([C:20]3[C:19]([Cl:18])=[CH:24][C:23]([C:25]([F:27])([F:26])[F:28])=[CH:22][N:21]=3)=[O:30])[CH:3]=[CH:4][C:5]=2[F:17])([CH3:16])[N:9]=1, predict the reactants needed to synthesize it. The reactants are: [NH2:1][C:2]1[CH:3]=[CH:4][C:5]([F:17])=[C:6]([C@:8]2([CH3:16])[C@H:13]([F:14])[CH2:12][O:11][C:10]([NH2:15])=[N:9]2)[CH:7]=1.[Cl:18][C:19]1[C:20]([C:29](O)=[O:30])=[N:21][CH:22]=[C:23]([C:25]([F:28])([F:27])[F:26])[CH:24]=1. (4) The reactants are: Cl.[NH2:2][CH2:3][C:4]1[CH:9]=[CH:8][C:7]([C:10]2[N:14]=C(C)O[N:11]=2)=[CH:6][C:5]=1[NH:16][CH2:17][C:18]([O:20]CC1C=CC=CC=1)=[O:19].[C:28](O)(=[O:37])[C:29]1[CH:34]=[CH:33][CH:32]=[C:31]([O:35][CH3:36])[CH:30]=1. Given the product [C:10]([C:7]1[CH:8]=[CH:9][C:4]([CH2:3][NH:2][C:28](=[O:37])[C:29]2[CH:34]=[CH:33][CH:32]=[C:31]([O:35][CH3:36])[CH:30]=2)=[C:5]([NH:16][CH2:17][C:18]([OH:20])=[O:19])[CH:6]=1)(=[NH:11])[NH2:14], predict the reactants needed to synthesize it. (5) Given the product [Cl:8][C:6]1[C:5]2[CH:9]=[CH:10][N:12]([CH:13]3[CH2:16][C:15]([CH2:18][OH:19])([OH:17])[CH2:14]3)[C:4]=2[N:3]=[CH:2][N:7]=1, predict the reactants needed to synthesize it. The reactants are: Cl[C:2]1[N:7]=[C:6]([Cl:8])[C:5]([CH2:9][CH:10]=O)=[CH:4][N:3]=1.[NH2:12][CH:13]1[CH2:16][C:15]([CH2:18][OH:19])([OH:17])[CH2:14]1.CCN(C(C)C)C(C)C.C(O)(C(F)(F)F)=O.C([O-])(O)=O.[Na+]. (6) The reactants are: C[O:2][C:3]([CH:5]1[O:9][C:8](=[O:10])[N:7]([C:11]2[CH:12]=[C:13]3[C:18](=[CH:19][CH:20]=2)[N:17]([CH3:21])[C:16](=[O:22])[CH2:15][CH2:14]3)[CH2:6]1)=O.[NH3:23]. Given the product [CH3:21][N:17]1[C:18]2[C:13](=[CH:12][C:11]([N:7]3[CH2:6][C@H:5]([C:3]([NH2:23])=[O:2])[O:9][C:8]3=[O:10])=[CH:20][CH:19]=2)[CH2:14][CH2:15][C:16]1=[O:22], predict the reactants needed to synthesize it.